This data is from Reaction yield outcomes from USPTO patents with 853,638 reactions. The task is: Predict the reaction yield, written as a fraction of the theoretical maximum amount of product (1.0 means a 100% yield; for example, 0.34 means a 34% yield). (1) The product is [C:41]([O:45][C:46]([N:48]1[CH:53]([C:54]2[NH:55][C:56]([C:59]3[CH:64]=[CH:63][C:62]([C:26]4[CH:25]=[CH:24][C:23]5[C:28](=[CH:29][CH:30]=[C:21]([C:18]6[NH:17][C:16]([CH:12]7[CH2:13][CH2:14][CH2:15][N:11]7[C:9](=[O:10])[CH:5]([NH:4][C:3]([O:2][CH3:1])=[O:40])[CH:6]([CH3:7])[CH3:8])=[N:20][CH:19]=6)[CH:22]=5)[CH:27]=4)=[CH:61][CH:60]=3)=[CH:57][N:58]=2)[CH:52]2[CH2:66][CH:49]1[CH2:50][CH2:51]2)=[O:47])([CH3:44])([CH3:42])[CH3:43]. The catalyst is COCCOC.C1C=CC([P]([Pd]([P](C2C=CC=CC=2)(C2C=CC=CC=2)C2C=CC=CC=2)([P](C2C=CC=CC=2)(C2C=CC=CC=2)C2C=CC=CC=2)[P](C2C=CC=CC=2)(C2C=CC=CC=2)C2C=CC=CC=2)(C2C=CC=CC=2)C2C=CC=CC=2)=CC=1. The reactants are [CH3:1][O:2][C:3](=[O:40])[NH:4][CH:5]([C:9]([N:11]1[CH2:15][CH2:14][CH2:13][CH:12]1[C:16]1[NH:17][C:18]([C:21]2[CH:30]=[CH:29][C:28]3[C:23](=[CH:24][CH:25]=[C:26](B4OC(C)(C)C(C)(C)O4)[CH:27]=3)[CH:22]=2)=[CH:19][N:20]=1)=[O:10])[CH:6]([CH3:8])[CH3:7].[C:41]([O:45][C:46]([N:48]1[CH:53]([C:54]2[NH:55][C:56]([C:59]3[CH:64]=[CH:63][C:62](Br)=[CH:61][CH:60]=3)=[CH:57][N:58]=2)[CH:52]2[CH2:66][CH:49]1[CH2:50][CH2:51]2)=[O:47])([CH3:44])([CH3:43])[CH3:42].C([O-])([O-])=O.[K+].[K+].N#N. The yield is 0.160. (2) The reactants are [OH:1][C:2]1[CH:13]=[CH:12][C:5]([C:6]([N:8]([O:10][CH3:11])[CH3:9])=[O:7])=[CH:4][C:3]=1I.[CH2:15]([N:19]1[CH2:23][CH2:22][CH2:21][C@H:20]1[CH3:24])[CH2:16][C:17]#[CH:18].CC1C=CC(P(C2C=CC(C)=CC=2)C2C=CC(C)=CC=2)=CC=1.C(NC(C)C)(C)C. The catalyst is C(#N)C.CC([O-])=O.CC([O-])=O.[Pd+2].[Cu](I)I. The product is [CH3:11][O:10][N:8]([CH3:9])[C:6]([C:5]1[CH:12]=[CH:13][C:2]2[O:1][C:17]([CH2:16][CH2:15][N:19]3[CH2:23][CH2:22][CH2:21][C@H:20]3[CH3:24])=[CH:18][C:3]=2[CH:4]=1)=[O:7]. The yield is 0.102. (3) The reactants are [N+:1]([C:4]1[CH:11]=[N:10][CH:9]=[CH:8][C:5]=1[CH:6]=[O:7])([O-:3])=[O:2].C1(C)C=CC(S(O)(=O)=[O:19])=CC=1.[C:23]1([CH3:29])C=CC=C[CH:24]=1. No catalyst specified. The product is [O:7]1[CH2:29][CH2:23][CH2:24][O:19][CH:6]1[C:5]1[CH:8]=[CH:9][N:10]=[CH:11][C:4]=1[N+:1]([O-:3])=[O:2]. The yield is 0.780. (4) The reactants are [CH:1]1([C:7]2[C:16]3[C:11](=[CH:12][CH:13]=[CH:14][CH:15]=3)[NH:10][C:9](=O)[N:8]=2)[CH2:6][CH2:5][CH2:4][CH2:3][CH2:2]1.P(Cl)(Cl)(Cl)=O.[NH2:23][C:24]1[CH:32]=[CH:31][C:27]([C:28]([OH:30])=[O:29])=[CH:26][CH:25]=1.C(N(CC)CC)C. The catalyst is C(O)CCC. The product is [CH:1]1([C:7]2[C:16]3[C:11](=[CH:12][CH:13]=[CH:14][CH:15]=3)[N:10]=[C:9]([NH:23][C:24]3[CH:32]=[CH:31][C:27]([C:28]([OH:30])=[O:29])=[CH:26][CH:25]=3)[N:8]=2)[CH2:6][CH2:5][CH2:4][CH2:3][CH2:2]1. The yield is 0.480. (5) The reactants are [N+:1]([C:4]1[CH:13]=[CH:12][C:11]([C:14]#[N:15])=[C:10]2[C:5]=1[CH:6]=[CH:7][CH:8]=[N:9]2)([O-])=O.CCO.[Cl-].[NH4+]. The catalyst is C1COCC1.[Fe]. The product is [NH2:1][C:4]1[CH:13]=[CH:12][C:11]([C:14]#[N:15])=[C:10]2[C:5]=1[CH:6]=[CH:7][CH:8]=[N:9]2. The yield is 1.00. (6) The reactants are [Cl:1][C:2]1[CH:7]=[CH:6][C:5]([C:8](=[N:14]OC)[CH2:9][CH2:10][C:11](O)=[O:12])=[CH:4][CH:3]=1.B.O1CCCC1.O. The catalyst is O1CCCC1. The product is [NH2:14][CH:8]([C:5]1[CH:4]=[CH:3][C:2]([Cl:1])=[CH:7][CH:6]=1)[CH2:9][CH2:10][CH2:11][OH:12]. The yield is 0.212. (7) The reactants are Br[C:2]1[CH:7]=[CH:6][C:5]([N:8]2[CH2:13][CH2:12][CH2:11][CH2:10][CH:9]2[CH2:14][CH3:15])=[C:4]([CH2:16][O:17][CH3:18])[CH:3]=1.C([Li])CCC.[C:24](=[O:26])=[O:25].[ClH:27]. The catalyst is C1COCC1. The product is [ClH:27].[CH2:14]([CH:9]1[CH2:10][CH2:11][CH2:12][CH2:13][N:8]1[C:5]1[CH:6]=[CH:7][C:2]([C:24]([OH:26])=[O:25])=[CH:3][C:4]=1[CH2:16][O:17][CH3:18])[CH3:15]. The yield is 0.700. (8) The reactants are Cl[C:2]1[CH:3]=[C:4]([N:11]([CH2:18][C:19]2[CH:24]=[CH:23][C:22]([O:25][CH3:26])=[CH:21][CH:20]=2)[C:12]2[CH:17]=[CH:16][CH:15]=[CH:14][CH:13]=2)[C:5]2[N:6]([CH:8]=[CH:9][N:10]=2)[N:7]=1.[C:27]([C:29]1[CH:34]=[CH:33][C:32](B(O)O)=[CH:31][C:30]=1[F:38])#[N:28].C(=O)([O-])[O-].[Cs+].[Cs+]. The catalyst is [Pd].C1(P(C2C=CC=CC=2)C2C=CC=CC=2)C=CC=CC=1.C1(P(C2C=CC=CC=2)C2C=CC=CC=2)C=CC=CC=1.C1(P(C2C=CC=CC=2)C2C=CC=CC=2)C=CC=CC=1.C1(P(C2C=CC=CC=2)C2C=CC=CC=2)C=CC=CC=1.CN(C=O)C. The product is [F:38][C:30]1[CH:31]=[C:32]([C:2]2[CH:3]=[C:4]([N:11]([CH2:18][C:19]3[CH:24]=[CH:23][C:22]([O:25][CH3:26])=[CH:21][CH:20]=3)[C:12]3[CH:17]=[CH:16][CH:15]=[CH:14][CH:13]=3)[C:5]3[N:6]([CH:8]=[CH:9][N:10]=3)[N:7]=2)[CH:33]=[CH:34][C:29]=1[C:27]#[N:28]. The yield is 0.240. (9) The reactants are [C:1]([N:4]1[C:13]2[C:8](=[CH:9][C:10]([C:14]#[N:15])=[CH:11][CH:12]=2)[C@H:7]([NH:16][C:17]2[CH:22]=[CH:21][CH:20]=[C:19]([O:23][CH2:24][CH2:25][NH2:26])[N:18]=2)[C@@H:6]([CH3:27])[C@@H:5]1[CH:28]1[CH2:30][CH2:29]1)(=[O:3])[CH3:2].N1C=CC=CC=1.[C:37](Cl)(=[O:39])[CH3:38]. The catalyst is C(Cl)Cl. The product is [C:1]([N:4]1[C:13]2[C:8](=[CH:9][C:10]([C:14]#[N:15])=[CH:11][CH:12]=2)[C@H:7]([NH:16][C:17]2[N:18]=[C:19]([O:23][CH2:24][CH2:25][NH:26][C:37](=[O:39])[CH3:38])[CH:20]=[CH:21][CH:22]=2)[C@@H:6]([CH3:27])[C@@H:5]1[CH:28]1[CH2:30][CH2:29]1)(=[O:3])[CH3:2]. The yield is 0.660. (10) The reactants are [OH:1][CH2:2][CH2:3][CH2:4][S:5][CH:6]1[CH2:10][CH2:9][O:8][C:7]1=[O:11].CC1C=CC=C(C)N=1.[F:20][C:21]([F:34])([F:33])[S:22](O[S:22]([C:21]([F:34])([F:33])[F:20])(=[O:24])=[O:23])(=[O:24])=[O:23]. The catalyst is C(Cl)Cl. The product is [F:20][C:21]([F:34])([F:33])[S:22]([O:1][CH2:2][CH2:3][CH2:4][S:5][CH:6]1[CH2:10][CH2:9][O:8][C:7]1=[O:11])(=[O:24])=[O:23]. The yield is 0.810.